This data is from Reaction yield outcomes from USPTO patents with 853,638 reactions. The task is: Predict the reaction yield, written as a fraction of the theoretical maximum amount of product (1.0 means a 100% yield; for example, 0.34 means a 34% yield). (1) The reactants are C([O:8][C:9]1[CH:14]=[CH:13][C:12]([C:15]([N:17]2[CH2:26][C:25]3[CH:24]=[N:23][N:22]([CH3:27])[C:21]=3[NH:20][C:19]3[CH:28]=[CH:29][CH:30]=[CH:31][C:18]2=3)=[O:16])=[CH:11][CH:10]=1)C1C=CC=CC=1. The catalyst is CO.[Pd]. The product is [OH:8][C:9]1[CH:14]=[CH:13][C:12]([C:15]([N:17]2[CH2:26][C:25]3[CH:24]=[N:23][N:22]([CH3:27])[C:21]=3[NH:20][C:19]3[CH:28]=[CH:29][CH:30]=[CH:31][C:18]2=3)=[O:16])=[CH:11][CH:10]=1. The yield is 0.220. (2) The reactants are [C:1]([O:5][P:6]([O:13][CH2:14][C@@H:15]([N:20]1[C:29]2[C:24](=[CH:25][C:26]([C:30]3[CH:31]=[N:32][C:33]([NH:45][C:46]([NH:48][CH2:49][CH3:50])=[O:47])=[CH:34][C:35]=3[C:36]3[S:37][CH:38]=[C:39]([C:41]([F:44])([F:43])[F:42])[N:40]=3)=[CH:27][CH:28]=2)[C:23](=[O:51])[C:22]([C:52]([O:54]CC)=[O:53])=[CH:21]1)[C:16]([CH3:19])([CH3:18])[CH3:17])([O:8]C(C)(C)C)=[O:7])([CH3:4])([CH3:3])[CH3:2].[OH-].[Li+]. The catalyst is CO.C1COCC1.O.Cl. The product is [C:1]([O:5][P:6]([O:13][CH2:14][C@@H:15]([N:20]1[C:29]2[C:24](=[CH:25][C:26]([C:30]3[CH:31]=[N:32][C:33]([NH:45][C:46]([NH:48][CH2:49][CH3:50])=[O:47])=[CH:34][C:35]=3[C:36]3[S:37][CH:38]=[C:39]([C:41]([F:43])([F:42])[F:44])[N:40]=3)=[CH:27][CH:28]=2)[C:23](=[O:51])[C:22]([C:52]([OH:54])=[O:53])=[CH:21]1)[C:16]([CH3:19])([CH3:18])[CH3:17])([OH:8])=[O:7])([CH3:2])([CH3:3])[CH3:4]. The yield is 0.540. (3) The reactants are Cl[C:2]1[N:3]=[C:4]([N:18]2[CH2:23][CH2:22][O:21][CH2:20][CH2:19]2)[C:5]2[S:10][C:9]([CH2:11][N:12]3[CH2:17][CH2:16][O:15][CH2:14][CH2:13]3)=[CH:8][C:6]=2[N:7]=1.[CH3:24][S-:25].[Na+]. The catalyst is CN(C=O)C.CCOC(C)=O. The product is [CH3:24][S:25][C:2]1[N:3]=[C:4]([N:18]2[CH2:23][CH2:22][O:21][CH2:20][CH2:19]2)[C:5]2[S:10][C:9]([CH2:11][N:12]3[CH2:17][CH2:16][O:15][CH2:14][CH2:13]3)=[CH:8][C:6]=2[N:7]=1. The yield is 1.00.